From a dataset of Reaction yield outcomes from USPTO patents with 853,638 reactions. Predict the reaction yield, written as a fraction of the theoretical maximum amount of product (1.0 means a 100% yield; for example, 0.34 means a 34% yield). (1) The yield is 0.690. No catalyst specified. The reactants are [CH2:1]([C:3]([C:28]1[CH:41]=[CH:40][C:31]([O:32][CH2:33][C@H:34]2[O:38][C:37](=[O:39])[CH2:36][CH2:35]2)=[C:30]([CH3:42])[CH:29]=1)([C:6]1[CH:11]=[CH:10][C:9](/[CH:12]=[CH:13]/[C:14](OCOC)([C:19]([F:22])([F:21])[F:20])[C:15]([F:18])([F:17])[F:16])=[C:8]([CH3:27])[CH:7]=1)[CH2:4][CH3:5])[CH3:2].Cl.[OH2:44].[O:45]1CCOCC1. The product is [CH2:1]([C:3]([C:28]1[CH:41]=[CH:40][C:31]([O:32][CH2:33][C@@H:34]([OH:38])[CH2:35][CH2:36][C:37]([OH:39])=[O:45])=[C:30]([CH3:42])[CH:29]=1)([C:6]1[CH:11]=[CH:10][C:9](/[CH:12]=[CH:13]/[C:14]([OH:44])([C:15]([F:16])([F:17])[F:18])[C:19]([F:22])([F:20])[F:21])=[C:8]([CH3:27])[CH:7]=1)[CH2:4][CH3:5])[CH3:2]. (2) The reactants are [Br:1][C:2]1[C:8]([CH3:9])=[CH:7][C:5]([NH2:6])=[C:4]([F:10])[CH:3]=1.N1C=CC=CC=1.[CH3:17][S:18](Cl)(=[O:20])=[O:19]. The catalyst is C(Cl)Cl. The product is [Br:1][C:2]1[C:8]([CH3:9])=[CH:7][C:5]([NH:6][S:18]([CH3:17])(=[O:20])=[O:19])=[C:4]([F:10])[CH:3]=1. The yield is 0.990. (3) The reactants are [OH:1][CH2:2][CH2:3][NH:4][C:5]([N:7]1[CH2:12][CH2:11][CH:10]([C:13]2[CH:18]=[CH:17][C:16]([NH:19][C:20]([C:22]3[N:23](COCC[Si](C)(C)C)[CH:24]=[C:25]([C:27]#[N:28])[N:26]=3)=[O:21])=[C:15]([C:37]3[CH2:42][CH2:41][CH2:40][CH2:39][CH:38]=3)[CH:14]=2)[CH2:9][CH2:8]1)=[O:6].CCO.C(O)(C(F)(F)F)=O. The catalyst is C(Cl)Cl. The product is [OH:1][CH2:2][CH2:3][NH:4][C:5]([N:7]1[CH2:12][CH2:11][CH:10]([C:13]2[CH:18]=[CH:17][C:16]([NH:19][C:20]([C:22]3[NH:23][CH:24]=[C:25]([C:27]#[N:28])[N:26]=3)=[O:21])=[C:15]([C:37]3[CH2:42][CH2:41][CH2:40][CH2:39][CH:38]=3)[CH:14]=2)[CH2:9][CH2:8]1)=[O:6]. The yield is 0.920. (4) The reactants are [C:1]1([CH2:7][N:8]2[C:18](=[O:19])[C:17]3[C:12](=[CH:13][CH:14]=[CH:15][CH:16]=3)[S:9]2(=[O:11])=[O:10])[CH:6]=[CH:5]C=CC=1.S1(C2C(=CC=CC=2)C(=O)N1)(=O)=O.[H-].[Na+].[CH2:34]([O:41][C:42]1[CH:53]=[CH:52][C:45]([O:46]CCCCBr)=[CH:44][CH:43]=1)[C:35]1[CH:40]=[CH:39][CH:38]=[CH:37][CH:36]=1. The catalyst is CN(C=O)C. The product is [CH2:34]([O:41][C:42]1[CH:43]=[CH:44][C:45]([O:46][CH2:5][CH2:6][CH2:1][CH2:7][N:8]2[C:18](=[O:19])[C:17]3[C:12](=[CH:13][CH:14]=[CH:15][CH:16]=3)[S:9]2(=[O:10])=[O:11])=[CH:52][CH:53]=1)[C:35]1[CH:36]=[CH:37][CH:38]=[CH:39][CH:40]=1. The yield is 0.660. (5) The reactants are [NH:1]([C:10]([O:12][CH2:13][CH:14]1[C:26]2[C:21](=[CH:22][CH:23]=[CH:24][CH:25]=2)[C:20]2[C:15]1=[CH:16][CH:17]=[CH:18][CH:19]=2)=[O:11])[CH2:2][CH2:3][CH2:4][CH2:5][CH2:6][C:7](O)=[O:8].CN(C(ON1N=NC2C=CC=CC1=2)=[N+](C)C)C.F[P-](F)(F)(F)(F)F.C1C=CC2N(O)N=NC=2C=1.CCN(C(C)C)C(C)C.[C:70]([O:74][C:75]([CH3:78])([CH3:77])[CH3:76])(=[O:73])[NH:71][NH2:72]. The catalyst is CN(C=O)C. The product is [C:75]([O:74][C:70]([NH:71][NH:72][C:7](=[O:8])[CH2:6][CH2:5][CH2:4][CH2:3][CH2:2][NH:1][C:10]([O:12][CH2:13][CH:14]1[C:26]2[CH:25]=[CH:24][CH:23]=[CH:22][C:21]=2[C:20]2[C:15]1=[CH:16][CH:17]=[CH:18][CH:19]=2)=[O:11])=[O:73])([CH3:78])([CH3:77])[CH3:76]. The yield is 0.980. (6) The reactants are CC1(C)[O:7][CH2:6][C:5]([NH:32]C(=O)OC(C)(C)C)([CH2:8][N:9]2[C:17]3[C:12](=[C:13]([C:18]4[N:22]=[C:21]([C:23]5[CH:24]=[N:25][C:26]([CH2:29][CH2:30][CH3:31])=[CH:27][CH:28]=5)[O:20][N:19]=4)[CH:14]=[CH:15][CH:16]=3)[CH2:11][CH2:10]2)[CH2:4][O:3]1.[Na+].[I-].CO. The catalyst is CC#N.[Si](Cl)(C)(C)C. The product is [NH2:32][C:5]([CH2:8][N:9]1[C:17]2[C:12](=[C:13]([C:18]3[N:22]=[C:21]([C:23]4[CH:24]=[N:25][C:26]([CH2:29][CH2:30][CH3:31])=[CH:27][CH:28]=4)[O:20][N:19]=3)[CH:14]=[CH:15][CH:16]=2)[CH2:11][CH2:10]1)([CH2:4][OH:3])[CH2:6][OH:7]. The yield is 0.490. (7) The reactants are [NH2:1][C:2]1[CH:7]=[CH:6][CH:5]=[CH:4][N:3]=1.[F:8][C:9]([F:16])([F:15])[C:10]([O:12]CC)=O.FC(F)(F)C(OC(=O)C(F)(F)F)=O.[Cl:30][C:31]1[CH:36]=[CH:35][C:34]([CH2:37]Cl)=[CH:33][N:32]=1.C(=O)([O-])[O-].[K+].[K+]. The catalyst is CN(C)C=O.C1(C)C=CC=CC=1. The product is [Cl:30][C:31]1[N:32]=[CH:33][C:34]([CH2:37][N:3]2[CH:4]=[CH:5][CH:6]=[CH:7][C:2]2=[N:1][C:10](=[O:12])[C:9]([F:8])([F:15])[F:16])=[CH:35][CH:36]=1. The yield is 0.720.